Dataset: Reaction yield outcomes from USPTO patents with 853,638 reactions. Task: Predict the reaction yield, written as a fraction of the theoretical maximum amount of product (1.0 means a 100% yield; for example, 0.34 means a 34% yield). (1) The reactants are [CH3:1][C@:2]12[C:10]([C:11]3([CH:14]=[CH:15][CH2:16][C:17]([OH:20])([CH3:19])[CH3:18])[CH2:13][CH2:12]3)=[CH:9][CH2:8][C@H:7]1[C:6](=[O:21])[CH2:5][CH2:4][CH2:3]2.[CH3:22][Si:23](C1NC=CN=1)([CH3:25])[CH3:24]. The catalyst is ClCCl. The product is [CH3:1][C@:2]12[C:10]([C:11]3([CH2:14][CH2:15][CH2:16][C:17]([CH3:18])([O:20][Si:23]([CH3:25])([CH3:24])[CH3:22])[CH3:19])[CH2:13][CH2:12]3)=[CH:9][CH2:8][C@H:7]1[C:6](=[O:21])[CH2:5][CH2:4][CH2:3]2. The yield is 0.860. (2) The reactants are [CH2:1]([N:3]([CH2:36][CH3:37])[CH2:4][CH2:5][CH2:6][NH:7][C:8]1[N:9]=[C:10]([C:27]2[CH:35]=[CH:34][C:30]([C:31]([OH:33])=O)=[CH:29][CH:28]=2)[C:11]2[CH:17]=[CH:16][C:15](=[O:18])[N:14]([C:19]3[C:24]([F:25])=[CH:23][CH:22]=[CH:21][C:20]=3[F:26])[C:12]=2[N:13]=1)[CH3:2].CN(C(ON1N=NC2C=CC=CC1=2)=[N+](C)C)C.F[P-](F)(F)(F)(F)F.C(N(CC)CC)C.[NH2:69][C:70]1[S:71][CH:72]=[CH:73][N:74]=1. The catalyst is CN(C=O)C. The product is [CH2:36]([N:3]([CH2:1][CH3:2])[CH2:4][CH2:5][CH2:6][NH:7][C:8]1[N:9]=[C:10]([C:27]2[CH:28]=[CH:29][C:30]([C:31]([NH:69][C:70]3[S:71][CH:72]=[CH:73][N:74]=3)=[O:33])=[CH:34][CH:35]=2)[C:11]2[CH:17]=[CH:16][C:15](=[O:18])[N:14]([C:19]3[C:20]([F:26])=[CH:21][CH:22]=[CH:23][C:24]=3[F:25])[C:12]=2[N:13]=1)[CH3:37]. The yield is 0.180. (3) The reactants are [OH:1][C:2]1[CH:3]=[C:4]([CH:8]=[CH:9][C:10]=1[I:11])[C:5]([OH:7])=O.C([N:14]([CH:18]([CH3:20])[CH3:19])C(C)C)C.[CH3:21]N(C(ON1N=NC2C=CC=NC1=2)=[N+](C)C)C.F[P-](F)(F)(F)(F)F. The catalyst is C1COCC1.C(N)(C)(C)C.C(OCC)(=O)C. The product is [C:18]([NH:14][C:5](=[O:7])[C:4]1[CH:8]=[CH:9][C:10]([I:11])=[C:2]([OH:1])[CH:3]=1)([CH3:20])([CH3:21])[CH3:19]. The yield is 0.600. (4) The reactants are [CH3:1][O:2][C:3]1[CH:8]=[C:7]([N+:9]([O-])=O)[CH:6]=[CH:5][C:4]=1[N:12]1[CH:16]=[C:15]([CH3:17])[N:14]=[CH:13]1. The catalyst is C(O)C.[Pd]. The product is [CH3:1][O:2][C:3]1[CH:8]=[C:7]([NH2:9])[CH:6]=[CH:5][C:4]=1[N:12]1[CH:16]=[C:15]([CH3:17])[N:14]=[CH:13]1. The yield is 0.780.